The task is: Binary Classification. Given a drug SMILES string, predict its activity (active/inactive) in a high-throughput screening assay against a specified biological target.. This data is from Cav3 T-type calcium channel HTS with 100,875 compounds. (1) The molecule is S\1C(N2CCN(CC2)c2ccc(cc2)C)=NC(=O)C1=C\c1sccc1. The result is 0 (inactive). (2) The drug is O\N=C1/C2CCN(C1Cc1c(OC)cccc1)CC2. The result is 0 (inactive). (3) The molecule is Clc1c(S(=O)(=O)N2CCOCC2)cc(C(=O)NCCC=2CCCCC2)cc1. The result is 0 (inactive). (4) The molecule is s1c2CCCCCc2c(c1/N=C\N1CCN(CC1)C)C#N. The result is 0 (inactive). (5) The molecule is o1c(c2c(OCC)cccc2)ccc1C(=O)NCc1ccccc1. The result is 0 (inactive). (6) The compound is O(C(=O)C=1C(C(=C(N(C1C)C)C)C(OCC)=O)c1cccnc1)CC. The result is 0 (inactive).